Dataset: Catalyst prediction with 721,799 reactions and 888 catalyst types from USPTO. Task: Predict which catalyst facilitates the given reaction. (1) Reactant: [Br:1][C:2]1[CH:7]=[CH:6][C:5]([N:8]2[CH2:13][CH2:12][N:11](C(OC(C)(C)C)=O)[CH2:10][CH2:9]2)=[CH:4][CH:3]=1.FC(F)(F)C(O)=O. Product: [Br:1][C:2]1[CH:3]=[CH:4][C:5]([N:8]2[CH2:13][CH2:12][NH:11][CH2:10][CH2:9]2)=[CH:6][CH:7]=1. The catalyst class is: 4. (2) Product: [Cl:25][C:23]1[CH:22]=[CH:21][C:18]2[S:19][CH:20]=[C:16]([CH2:15][N:1]3[C:11]4[C:6](=[CH:7][CH:8]=[CH:9][CH:10]=4)[C:4](=[O:5])[C:2]3=[O:3])[C:17]=2[CH:24]=1. The catalyst class is: 12. Reactant: [NH:1]1[C:11]2[C:6](=[CH:7][CH:8]=[CH:9][CH:10]=2)[C:4](=[O:5])[C:2]1=[O:3].[H-].[Na+].Br[CH2:15][C:16]1[C:17]2[CH:24]=[C:23]([Cl:25])[CH:22]=[CH:21][C:18]=2[S:19][CH:20]=1. (3) Reactant: [NH2:1][CH2:2][C:3]([N:5]([C:7]1[CH:12]=[CH:11][C:10]([Cl:13])=[C:9]([CH2:14][O:15][C:16]2[C:24]3[N:23]=[C:22]([O:25][CH3:26])[N:21]([CH2:27][C:28]4[CH:33]=[CH:32][CH:31]=[CH:30][N:29]=4)[C:20]=3[CH:19]=[CH:18][CH:17]=2)[C:8]=1[Cl:34])[CH3:6])=[O:4].[CH3:35][O:36][CH2:37][CH2:38][NH:39][C:40]([C:42]1[CH:47]=[CH:46][C:45]([CH2:48][CH2:49][C:50](O)=[O:51])=[CH:44][CH:43]=1)=[O:41].CN(C(ON1N=NC2C=CC=CC1=2)=[N+](C)C)C.[B-](F)(F)(F)F.C(NC(C)C)(C)C. Product: [Cl:34][C:8]1[C:9]([CH2:14][O:15][C:16]2[C:24]3[N:23]=[C:22]([O:25][CH3:26])[N:21]([CH2:27][C:28]4[CH:33]=[CH:32][CH:31]=[CH:30][N:29]=4)[C:20]=3[CH:19]=[CH:18][CH:17]=2)=[C:10]([Cl:13])[CH:11]=[CH:12][C:7]=1[N:5]([CH3:6])[C:3](=[O:4])[CH2:2][NH:1][C:50](=[O:51])[CH2:49][CH2:48][C:45]1[CH:46]=[CH:47][C:42]([C:40]([NH:39][CH2:38][CH2:37][O:36][CH3:35])=[O:41])=[CH:43][CH:44]=1. The catalyst class is: 18. (4) Reactant: [F:1][C:2]1[CH:3]=[C:4]([C:13]2[CH:21]=[CH:20][C:16]([C:17]([OH:19])=O)=[C:15]([C:22]3[CH:27]=[CH:26][C:25]([CH3:28])=[CH:24][CH:23]=3)[N:14]=2)[CH:5]=[C:6]([O:8][CH2:9][CH:10]([CH3:12])[CH3:11])[CH:7]=1.O=C=[N:31][S:32](Cl)(=[O:34])=[O:33].[NH:36]1[CH2:40][CH2:39][C@@H:38]([NH:41]C(=O)OC(C)(C)C)[CH2:37]1.C(N(CC)CC)C.Cl. Product: [NH2:41][C@@H:38]1[CH2:39][CH2:40][N:36]([S:32]([NH:31][C:17]([C:16]2[C:15]([C:22]3[CH:23]=[CH:24][C:25]([CH3:28])=[CH:26][CH:27]=3)=[N:14][C:13]([C:4]3[CH:5]=[C:6]([O:8][CH2:9][CH:10]([CH3:12])[CH3:11])[CH:7]=[C:2]([F:1])[CH:3]=3)=[CH:21][CH:20]=2)=[O:19])(=[O:34])=[O:33])[CH2:37]1. The catalyst class is: 4. (5) Reactant: [C:1]([NH:4][C:5]1[CH:10]=[C:9]([O:11][C:12]2[C:17]([F:18])=[CH:16][C:15]([NH:19][C:20]([C:22]3[C:23](=[O:38])[N:24]([C:31]4[CH:36]=[CH:35][C:34]([F:37])=[CH:33][CH:32]=4)[CH:25]=[CH:26][C:27]=3[O:28][CH2:29][CH3:30])=[O:21])=[C:14]([F:39])[CH:13]=2)[CH:8]=[CH:7][N:6]=1)(=[O:3])[CH3:2].[C:40]([O-])([O-])=O.[K+].[K+]. Product: [C:1]([NH:4][C:5]1[CH:10]=[C:9]([O:11][C:12]2[C:17]([F:18])=[CH:16][C:15]([NH:19][C:20]([C:22]3[C:23](=[O:38])[N:24]([C:31]4[CH:32]=[CH:33][C:34]([F:37])=[CH:35][CH:36]=4)[CH:25]=[CH:26][C:27]=3[O:28][CH:29]([CH3:40])[CH3:30])=[O:21])=[C:14]([F:39])[CH:13]=2)[CH:8]=[CH:7][N:6]=1)(=[O:3])[CH3:2]. The catalyst class is: 32. (6) Reactant: [C:1]([O:5][C:6](=[O:16])[NH:7][CH2:8][C:9]1[CH:14]=[CH:13][CH:12]=[CH:11][C:10]=1[NH2:15])([CH3:4])([CH3:3])[CH3:2].N([O-])=O.[Na+].[N-:21]=[N+:22]=[N-].[Na+]. The catalyst class is: 86. Product: [C:1]([O:5][C:6](=[O:16])[NH:7][CH2:8][C:9]1[CH:14]=[CH:13][CH:12]=[CH:11][C:10]=1[N:15]=[N+:21]=[N-:22])([CH3:4])([CH3:2])[CH3:3]. (7) Reactant: [CH:1]([NH:3][CH2:4][C:5]#[C:6][C:7]1[CH:8]=[CH:9][C:10]([C:13]#[C:14][CH2:15][NH:16][CH:17]=[O:18])=[N:11][CH:12]=1)=[O:2]. Product: [CH:1]([NH:3][CH2:4][CH2:5][CH2:6][C:7]1[CH:8]=[CH:9][C:10]([CH2:13][CH2:14][CH2:15][NH:16][CH:17]=[O:18])=[N:11][CH:12]=1)=[O:2]. The catalyst class is: 5. (8) Reactant: Cl.[N:2]1[CH:7]=[CH:6][CH:5]=[CH:4][C:3]=1[N:8]([CH2:32][CH2:33][C:34]([O:36][CH2:37][CH3:38])=[O:35])[C:9]([C:11]1[CH:31]=[CH:30][C:14]2[N:15]([CH3:29])[C:16]([CH2:18][NH:19][C:20]3[CH:25]=[CH:24][C:23]([C:26](=[NH:28])[NH2:27])=[CH:22][CH:21]=3)=[N:17][C:13]=2[CH:12]=1)=[O:10].[CH2:39]([C:41]1[CH:49]=[CH:48][C:44]([C:45](Cl)=[O:46])=[CH:43][CH:42]=1)[CH3:40]. Product: [N:2]1[CH:7]=[CH:6][CH:5]=[CH:4][C:3]=1[N:8]([CH2:32][CH2:33][C:34]([O:36][CH2:37][CH3:38])=[O:35])[C:9]([C:11]1[CH:31]=[CH:30][C:14]2[N:15]([CH3:29])[C:16]([CH2:18][NH:19][C:20]3[CH:25]=[CH:24][C:23]([C:26](=[NH:27])[NH:28][C:45](=[O:46])[C:44]4[CH:48]=[CH:49][C:41]([CH2:39][CH3:40])=[CH:42][CH:43]=4)=[CH:22][CH:21]=3)=[N:17][C:13]=2[CH:12]=1)=[O:10]. The catalyst class is: 98. (9) Reactant: N#N.Cl.Cl.[Br:5][C:6]1[N:10]2[N:11]=[C:12]([N:15]3[CH2:20][CH2:19][NH:18][CH2:17][CH2:16]3)[CH:13]=[CH:14][C:9]2=[N:8][CH:7]=1.CCN(C(C)C)C(C)C.[N:30]([C:33]([CH3:36])([CH3:35])[CH3:34])=[C:31]=[O:32]. Product: [Br:5][C:6]1[N:10]2[N:11]=[C:12]([N:15]3[CH2:16][CH2:17][N:18]([C:31]([NH:30][C:33]([CH3:36])([CH3:35])[CH3:34])=[O:32])[CH2:19][CH2:20]3)[CH:13]=[CH:14][C:9]2=[N:8][CH:7]=1. The catalyst class is: 4. (10) Reactant: [Cl:1][C:2]1[CH:3]=[C:4]([C@:8]([C@@H:15]2[CH2:20][CH2:19][CH2:18][N:17]([C:21]([NH:23][C@@H:24]([CH2:37][CH:38]3[CH2:43][CH2:42][CH2:41][CH2:40][CH2:39]3)[CH2:25][N:26]([CH3:36])[C:27]([O:29][CH2:30][CH2:31][Si:32]([CH3:35])([CH3:34])[CH3:33])=[O:28])=[O:22])[CH2:16]2)([OH:14])[CH2:9][CH2:10][CH2:11][CH2:12][OH:13])[CH:5]=[CH:6][CH:7]=1.CCN(CC)CC. Product: [Cl:1][C:2]1[CH:3]=[C:4]([C@:8]([C@@H:15]2[CH2:20][CH2:19][CH2:18][N:17]([C:21]([NH:23][C@@H:24]([CH2:37][CH:38]3[CH2:43][CH2:42][CH2:41][CH2:40][CH2:39]3)[CH2:25][N:26]([CH3:36])[C:27]([O:29][CH2:30][CH2:31][Si:32]([CH3:33])([CH3:35])[CH3:34])=[O:28])=[O:22])[CH2:16]2)([OH:14])[CH2:9][CH2:10][CH2:11][CH:12]=[O:13])[CH:5]=[CH:6][CH:7]=1. The catalyst class is: 16.